Predict the reactants needed to synthesize the given product. From a dataset of Full USPTO retrosynthesis dataset with 1.9M reactions from patents (1976-2016). (1) Given the product [CH3:8][NH:9][C:10]([C:12]1[CH:17]=[N:16][C:15]([CH2:18][C:19]2[CH:36]=[CH:35][C:22]3[CH2:23][CH2:24][NH:25][CH2:26][CH2:27][C:21]=3[CH:20]=2)=[CH:14][CH:13]=1)=[O:11], predict the reactants needed to synthesize it. The reactants are: FC(F)(F)C(O)=O.[CH3:8][NH:9][C:10]([C:12]1[CH:13]=[CH:14][C:15]([CH2:18][C:19]2[CH:36]=[CH:35][C:22]3[CH2:23][CH2:24][N:25](C(OC(C)(C)C)=O)[CH2:26][CH2:27][C:21]=3[CH:20]=2)=[N:16][CH:17]=1)=[O:11]. (2) Given the product [CH3:19][C:17]1([CH3:18])[CH2:16][C:15]2[C:10](=[CH:11][CH:12]=[C:13]([C:20]([OH:22])=[O:21])[CH:14]=2)[NH:9][CH:8]1[C:5]1[CH:4]=[CH:3][C:2]([NH:1][S:30]([C:27]2[CH:28]=[CH:29][C:24]([CH3:23])=[CH:25][CH:26]=2)(=[O:32])=[O:31])=[CH:7][CH:6]=1, predict the reactants needed to synthesize it. The reactants are: [NH2:1][C:2]1[CH:7]=[CH:6][C:5]([CH:8]2[C:17]([CH3:19])([CH3:18])[CH2:16][C:15]3[C:10](=[CH:11][CH:12]=[C:13]([C:20]([OH:22])=[O:21])[CH:14]=3)[NH:9]2)=[CH:4][CH:3]=1.[CH3:23][C:24]1[CH:29]=[CH:28][C:27]([S:30](Cl)(=[O:32])=[O:31])=[CH:26][CH:25]=1. (3) Given the product [C:1]([C:3]1[CH:8]=[CH:7][C:6]([C:9]2[CH:10]=[N:11][N:12]([C:16]3[CH:31]=[CH:30][C:19]([C:20]([NH:22][CH2:23][CH:24]4[CH2:29][CH2:28][O:27][CH2:26][CH2:25]4)=[O:21])=[CH:18][N:17]=3)[C:13]=2[OH:14])=[C:5]([CH3:32])[CH:4]=1)#[N:2], predict the reactants needed to synthesize it. The reactants are: [C:1]([C:3]1[CH:8]=[CH:7][C:6]([C:9]2[CH:10]=[N:11][N:12]([C:16]3[CH:31]=[CH:30][C:19]([C:20]([NH:22][CH2:23][CH:24]4[CH2:29][CH2:28][O:27][CH2:26][CH2:25]4)=[O:21])=[CH:18][N:17]=3)[C:13]=2[O:14]C)=[C:5]([CH3:32])[CH:4]=1)#[N:2].[Cl-].[Li+]. (4) Given the product [Br:1][C:2]1[CH:9]=[CH:8][C:5]([CH2:6][N:15]2[CH2:16][CH2:17][O:18][CH:13]([CH:10]([CH3:12])[CH3:11])[CH2:14]2)=[CH:4][CH:3]=1, predict the reactants needed to synthesize it. The reactants are: [Br:1][C:2]1[CH:9]=[CH:8][C:5]([CH2:6]Br)=[CH:4][CH:3]=1.[CH:10]([CH:13]1[O:18][CH2:17][CH2:16][NH:15][CH2:14]1)([CH3:12])[CH3:11].C(=O)([O-])[O-].[K+].[K+].